Task: Predict the product of the given reaction.. Dataset: Forward reaction prediction with 1.9M reactions from USPTO patents (1976-2016) (1) Given the reactants C(OC(=O)COC1C=CC(Cl)=CC=1C#CC1C=CC=C(S(CCC)(=O)=O)C=1)(C)(C)C.[C:31]([O:35][C:36](=[O:48])[CH2:37][O:38][C:39]1[CH:44]=[CH:43][C:42]([Cl:45])=[CH:41][C:40]=1[C:46]#[CH:47])([CH3:34])([CH3:33])[CH3:32].Br[C:50]1[CH:51]=[N:52][CH:53]=[CH:54][C:55]=1[CH2:56][CH:57]([CH3:59])[CH3:58], predict the reaction product. The product is: [C:31]([O:35][C:36](=[O:48])[CH2:37][O:38][C:39]1[CH:44]=[CH:43][C:42]([Cl:45])=[CH:41][C:40]=1[C:46]#[C:47][C:50]1[CH:51]=[N:52][CH:53]=[CH:54][C:55]=1[CH2:56][CH:57]([CH3:59])[CH3:58])([CH3:34])([CH3:33])[CH3:32]. (2) Given the reactants [NH:1]1[C:5]([CH2:6][C:7]2[CH:8]=[CH:9][C:10]3[C:19]4[NH:18][CH2:17][CH2:16][CH2:15][C:14]=4[C:13](=[O:20])[N:12](COC)[C:11]=3[CH:24]=2)=[N:4][N:3]=[N:2]1.[ClH:25], predict the reaction product. The product is: [ClH:25].[NH:4]1[C:5]([CH2:6][C:7]2[CH:8]=[CH:9][C:10]3[C:19]4[NH:18][CH2:17][CH2:16][CH2:15][C:14]=4[C:13](=[O:20])[NH:12][C:11]=3[CH:24]=2)=[N:1][N:2]=[N:3]1. (3) Given the reactants C(OC(=O)[NH:10][C@@H:11]([CH:37]1[CH2:42][CH2:41][C:40]([F:44])([F:43])[CH2:39][CH2:38]1)[C:12]([N:14]1[C@H:19]([C:20](=[O:32])[NH:21][C@H:22]2[C:31]3[C:26](=[CH:27][CH:28]=[CH:29][CH:30]=3)[O:25][CH2:24][CH2:23]2)[CH2:18][N:17]2[CH2:33][C@H:34]([OH:36])[CH2:35][C@@H:16]2[CH2:15]1)=[O:13])C1C=CC=CC=1, predict the reaction product. The product is: [NH2:10][C@@H:11]([CH:37]1[CH2:42][CH2:41][C:40]([F:43])([F:44])[CH2:39][CH2:38]1)[C:12]([N:14]1[C@H:19]([C:20]([NH:21][C@H:22]2[C:31]3[C:26](=[CH:27][CH:28]=[CH:29][CH:30]=3)[O:25][CH2:24][CH2:23]2)=[O:32])[CH2:18][N:17]2[CH2:33][C@H:34]([OH:36])[CH2:35][C@@H:16]2[CH2:15]1)=[O:13]. (4) Given the reactants [N+:1]([C:4]1[CH:5]=[C:6]([S:13](Cl)(=[O:15])=[O:14])[CH:7]=[C:8]([N+:10]([O-:12])=[O:11])[CH:9]=1)([O-:3])=[O:2].[N:17]1C=CC=C[CH:18]=1.CN, predict the reaction product. The product is: [CH3:18][NH:17][S:13]([C:6]1[CH:5]=[C:4]([N+:1]([O-:3])=[O:2])[CH:9]=[C:8]([N+:10]([O-:12])=[O:11])[CH:7]=1)(=[O:15])=[O:14].